The task is: Predict the reaction yield, written as a fraction of the theoretical maximum amount of product (1.0 means a 100% yield; for example, 0.34 means a 34% yield).. This data is from Reaction yield outcomes from USPTO patents with 853,638 reactions. (1) The reactants are [N:1]1[C:5]2[CH:6]=[CH:7][CH:8]=[CH:9][C:4]=2[NH:3][CH:2]=1.C(=O)([O-])[O-].[Cs+].[Cs+].I[C:17]1[CH:22]=[CH:21][CH:20]=[CH:19][CH:18]=1.N1C2C(=CC=C3C=2N=CC=C3)C=CC=1. The catalyst is [Cu]I.CCCCCC.CN(C)C=O. The product is [C:17]1([N:1]2[C:5]3[CH:6]=[CH:7][CH:8]=[CH:9][C:4]=3[N:3]=[CH:2]2)[CH:22]=[CH:21][CH:20]=[CH:19][CH:18]=1. The yield is 0.450. (2) The reactants are [CH:1]1([OH:6])[CH2:5][CH:4]=[CH:3][CH2:2]1.O[N:8]1[C:16](=[O:17])[C:15]2[C:10](=[CH:11][CH:12]=[CH:13][CH:14]=2)[C:9]1=[O:18].C1(P(C2C=CC=CC=2)C2C=CC=CC=2)C=CC=CC=1.CC(OC(/N=N/C(OC(C)C)=O)=O)C.N#N. The catalyst is O. The product is [CH:1]1([O:6][N:8]2[C:16](=[O:17])[C:15]3[C:10](=[CH:11][CH:12]=[CH:13][CH:14]=3)[C:9]2=[O:18])[CH2:5][CH:4]=[CH:3][CH2:2]1. The yield is 0.320.